This data is from Catalyst prediction with 721,799 reactions and 888 catalyst types from USPTO. The task is: Predict which catalyst facilitates the given reaction. (1) Reactant: [F:1][C:2]1[CH:7]=[CH:6][C:5]([CH:8]([N:16]2[CH2:21][CH2:20][N:19]([CH:22]([CH3:24])[CH3:23])[CH2:18][CH2:17]2)[CH2:9][N:10]2[CH2:15][CH2:14][NH:13][CH2:12][CH2:11]2)=[CH:4][CH:3]=1.O=[CH:26][CH2:27][CH2:28][C:29]1[CH:34]=[CH:33][CH:32]=[CH:31][C:30]=1[C:35]1[CH:40]=[CH:39][C:38]([C:41]#[N:42])=[CH:37][CH:36]=1.C(O[BH-](OC(=O)C)OC(=O)C)(=O)C.[Na+].C(=O)(O)[O-].[Na+]. Product: [F:1][C:2]1[CH:7]=[CH:6][C:5]([CH:8]([N:16]2[CH2:17][CH2:18][N:19]([CH:22]([CH3:24])[CH3:23])[CH2:20][CH2:21]2)[CH2:9][N:10]2[CH2:15][CH2:14][N:13]([CH2:26][CH2:27][CH2:28][C:29]3[CH:34]=[CH:33][CH:32]=[CH:31][C:30]=3[C:35]3[CH:40]=[CH:39][C:38]([C:41]#[N:42])=[CH:37][CH:36]=3)[CH2:12][CH2:11]2)=[CH:4][CH:3]=1. The catalyst class is: 322. (2) Reactant: [CH3:1][CH:2]1[CH2:11][C:10]2[NH:9][N:8]=[C:7]([C:12]3[CH:17]=[CH:16][CH:15]=[C:14]([C:18]([F:21])([F:20])[F:19])[CH:13]=3)[CH2:6][C:5]=2[C:4](=[O:22])[CH2:3]1.O.C1(C)C=CC(S(O)(=O)=O)=CC=1. Product: [CH3:1][CH:2]1[CH2:11][C:10]2[N:9]=[N:8][C:7]([C:12]3[CH:17]=[CH:16][CH:15]=[C:14]([C:18]([F:21])([F:20])[F:19])[CH:13]=3)=[CH:6][C:5]=2[C:4](=[O:22])[CH2:3]1. The catalyst class is: 17. (3) Reactant: Br[C:2]1[N:3]=[C:4]([O:12][CH3:13])[C:5]2[N:6]([CH:9]=[CH:10][N:11]=2)[C:7]=1[Cl:8].[C:14]([C:16]1[CH:21]=[CH:20][C:19](B(O)O)=[CH:18][CH:17]=1)#[N:15].P([O-])([O-])([O-])=O.[K+].[K+].[K+]. Product: [Cl:8][C:7]1[N:6]2[CH:9]=[CH:10][N:11]=[C:5]2[C:4]([O:12][CH3:13])=[N:3][C:2]=1[C:19]1[CH:20]=[CH:21][C:16]([C:14]#[N:15])=[CH:17][CH:18]=1. The catalyst class is: 70. (4) Reactant: [CH3:1][C:2]1[CH:3]=[C:4]([O:8][C:9]2[C:18]3[C:17](=[O:19])[N:16]([CH2:20][C:21]4[CH:26]=[CH:25][C:24]([O:27][CH3:28])=[CH:23][CH:22]=4)C(=O)[N:14]([C:30]4[CH:35]=[CH:34][C:33]([I:36])=[CH:32][C:31]=4[F:37])[C:13]=3[N:12]([CH3:38])[C:11](=[O:39])[CH:10]=2)[CH:5]=[N:6][CH:7]=1.[OH-].[Li+].C(OCC)(=O)C. Product: [CH3:1][C:2]1[CH:3]=[C:4]([O:8][C:9]2[C:18]([C:17]([NH:16][CH2:20][C:21]3[CH:22]=[CH:23][C:24]([O:27][CH3:28])=[CH:25][CH:26]=3)=[O:19])=[C:13]([NH:14][C:30]3[CH:35]=[CH:34][C:33]([I:36])=[CH:32][C:31]=3[F:37])[N:12]([CH3:38])[C:11](=[O:39])[CH:10]=2)[CH:5]=[N:6][CH:7]=1. The catalyst class is: 30. (5) Reactant: [Cl:1][C:2]1[C:10]([C:11]([F:14])([F:13])[F:12])=[CH:9][C:5]([C:6]([NH2:8])=O)=[CH:4][C:3]=1[C:15]([F:18])([F:17])[F:16].COC1C=CC(P2(SP(C3C=CC(OC)=CC=3)(=S)S2)=[S:28])=CC=1. Product: [Cl:1][C:2]1[C:10]([C:11]([F:14])([F:13])[F:12])=[CH:9][C:5]([C:6](=[S:28])[NH2:8])=[CH:4][C:3]=1[C:15]([F:18])([F:17])[F:16]. The catalyst class is: 11. (6) Reactant: [Cl:1][C:2]1[C:10]2[N:9]=[C:8]3[N:11]([C:15]4[C:16]([CH3:23])=[N:17][C:18]([O:21][CH3:22])=[CH:19][CH:20]=4)[CH2:12][CH2:13][CH2:14][N:7]3[C:6]=2[C:5]([CH:24]([CH:26]2[CH2:28][CH2:27]2)[OH:25])=[CH:4][CH:3]=1.N(C(N1CCCCC1)=O)=NC(N1CCCCC1)=O.C(P(CCCC)CCCC)CCC.[F:60][CH:61]([F:64])[CH2:62]O. Product: [Cl:1][C:2]1[C:10]2[N:9]=[C:8]3[N:11]([C:15]4[C:16]([CH3:23])=[N:17][C:18]([O:21][CH3:22])=[CH:19][CH:20]=4)[CH2:12][CH2:13][CH2:14][N:7]3[C:6]=2[C:5]([CH:24]([CH:26]2[CH2:28][CH2:27]2)[O:25][CH2:62][CH:61]([F:64])[F:60])=[CH:4][CH:3]=1. The catalyst class is: 7. (7) Reactant: [NH2:1][C:2]1[N:7]=[C:6](Cl)[N:5]=[C:4]([CH3:9])[N:3]=1.C([O-])([O-])=O.[K+].[K+].[CH3:16][C:17]1[CH:18]=[C:19]([CH2:23][CH2:24][CH:25]([NH2:30])[CH:26]2[CH2:29][CH2:28][CH2:27]2)[CH:20]=[CH:21][CH:22]=1. Product: [NH2:1][C:2]1[N:7]=[C:6]([NH:30][CH:25]([CH:26]2[CH2:29][CH2:28][CH2:27]2)[CH2:24][CH2:23][C:19]2[CH:20]=[CH:21][CH:22]=[C:17]([CH3:16])[CH:18]=2)[N:5]=[C:4]([CH3:9])[N:3]=1. The catalyst class is: 10. (8) Reactant: [CH2:1]([O:4][CH2:5][CH2:6][OH:7])[CH:2]=[CH2:3].[H-].[Na+].Br[CH2:11][C:12]([OH:14])=[O:13]. Product: [C:12]([OH:14])(=[O:13])[CH2:11][O:7][CH2:6][CH2:5][O:4][CH2:1][CH:2]=[CH2:3]. The catalyst class is: 219. (9) Reactant: [Cl:1][C:2]1[CH:7]=[CH:6][C:5]([CH:8]([C:34]2[CH:39]=[CH:38][C:37]([Cl:40])=[CH:36][CH:35]=2)[C:9]2[CH:10]=[C:11]3[C:16](=[CH:17][CH:18]=2)[N:15]=[CH:14][N:13]=[C:12]3[NH:19][CH:20]2[CH2:25][CH2:24][N:23]([S:26]([CH2:29][C:30](OC)=[O:31])(=[O:28])=[O:27])[CH2:22][CH2:21]2)=[CH:4][CH:3]=1.O1CCCC1.[Li+].[OH-]. Product: [Cl:1][C:2]1[CH:7]=[CH:6][C:5]([CH:8]([C:34]2[CH:35]=[CH:36][C:37]([Cl:40])=[CH:38][CH:39]=2)[C:9]2[CH:10]=[C:11]3[C:16](=[CH:17][CH:18]=2)[N:15]=[CH:14][N:13]=[C:12]3[NH:19][CH:20]2[CH2:25][CH2:24][N:23]([S:26]([CH2:29][CH2:30][OH:31])(=[O:28])=[O:27])[CH2:22][CH2:21]2)=[CH:4][CH:3]=1. The catalyst class is: 6.